From a dataset of Reaction yield outcomes from USPTO patents with 853,638 reactions. Predict the reaction yield, written as a fraction of the theoretical maximum amount of product (1.0 means a 100% yield; for example, 0.34 means a 34% yield). The yield is 1.00. The product is [CH2:2]([O:4][C:5](=[O:33])[CH2:6][N:7]([C:38](=[O:39])[CH2:37][CH:34]1[CH2:36][CH2:35]1)[CH2:8][C:9]1[CH:14]=[CH:13][CH:12]=[C:11]([CH2:15][O:16][C:17]2[CH:18]=[CH:19][C:20]([C:23]3[CH:28]=[C:27]([F:29])[C:26]([F:30])=[CH:25][C:24]=3[O:31][CH3:32])=[CH:21][CH:22]=2)[CH:10]=1)[CH3:3]. The reactants are Cl.[CH2:2]([O:4][C:5](=[O:33])[CH2:6][NH:7][CH2:8][C:9]1[CH:14]=[CH:13][CH:12]=[C:11]([CH2:15][O:16][C:17]2[CH:22]=[CH:21][C:20]([C:23]3[CH:28]=[C:27]([F:29])[C:26]([F:30])=[CH:25][C:24]=3[O:31][CH3:32])=[CH:19][CH:18]=2)[CH:10]=1)[CH3:3].[CH:34]1([CH2:37][C:38](O)=[O:39])[CH2:36][CH2:35]1.CN([P+](ON1N=NC2C=CC=CC1=2)(N(C)C)N(C)C)C.F[P-](F)(F)(F)(F)F.C(N(CC)CC)C. The catalyst is ClCCl.